The task is: Regression. Given a peptide amino acid sequence and an MHC pseudo amino acid sequence, predict their binding affinity value. This is MHC class I binding data.. This data is from Peptide-MHC class I binding affinity with 185,985 pairs from IEDB/IMGT. (1) The MHC is HLA-B51:01 with pseudo-sequence HLA-B51:01. The binding affinity (normalized) is 0.329. The peptide sequence is TPTQLAETI. (2) The peptide sequence is YMLDLQPETT. The MHC is HLA-A02:06 with pseudo-sequence HLA-A02:06. The binding affinity (normalized) is 0. (3) The peptide sequence is FQLPNTQHI. The MHC is H-2-Db with pseudo-sequence H-2-Db. The binding affinity (normalized) is 0.779. (4) The peptide sequence is SIHVTVSNV. The MHC is HLA-A02:01 with pseudo-sequence HLA-A02:01. The binding affinity (normalized) is 0.243. (5) The MHC is HLA-B39:01 with pseudo-sequence HLA-B39:01. The binding affinity (normalized) is 0.0847. The peptide sequence is MVINGEQGT. (6) The peptide sequence is FAFKLSFAI. The MHC is HLA-C12:03 with pseudo-sequence HLA-C12:03. The binding affinity (normalized) is 1.00. (7) The peptide sequence is AEQASQDVKNW. The MHC is HLA-A30:02 with pseudo-sequence HLA-A30:02. The binding affinity (normalized) is 0.